Dataset: Forward reaction prediction with 1.9M reactions from USPTO patents (1976-2016). Task: Predict the product of the given reaction. (1) The product is: [Cl:23][C:20]1[CH:19]=[CH:18][C:17]([C:11]([N:6]2[C:7]3[C:3](=[C:2]([NH:1][S:32]([CH3:31])(=[O:34])=[O:33])[CH:10]=[CH:9][CH:8]=3)[CH:4]=[CH:5]2)([CH2:15][CH3:16])[CH2:12][C:13]#[N:14])=[CH:22][CH:21]=1. Given the reactants [NH2:1][C:2]1[CH:10]=[CH:9][CH:8]=[C:7]2[C:3]=1[CH:4]=[CH:5][N:6]2[C:11]([C:17]1[CH:22]=[CH:21][C:20]([Cl:23])=[CH:19][CH:18]=1)([CH2:15][CH3:16])[CH2:12][C:13]#[N:14].CN1CCOCC1.[CH3:31][S:32](Cl)(=[O:34])=[O:33], predict the reaction product. (2) The product is: [N+:24]([CH2:27][CH:6]([C:5]1[S:1][CH:2]=[N:3][CH:4]=1)[CH2:7][C:8]([O:10][CH2:11][CH3:12])=[O:9])([O-:26])=[O:25]. Given the reactants [S:1]1[C:5]([CH:6]=[CH:7][C:8]([O:10][CH2:11][CH3:12])=[O:9])=[CH:4][N:3]=[CH:2]1.C1CCN2C(=NCCC2)CC1.[N+:24]([CH3:27])([O-:26])=[O:25], predict the reaction product. (3) Given the reactants [CH3:1][N:2]([CH3:36])[C:3](=[O:35])[CH2:4][C:5]1[C:32]([F:33])=[CH:31][C:8]([O:9][CH2:10][CH2:11][C@@H:12]2[CH2:14][C@@H:13]2[CH:15]2[CH2:20][CH2:19][N:18](C(OCC3C=CC=CC=3)=O)[CH2:17][CH2:16]2)=[C:7]([F:34])[CH:6]=1, predict the reaction product. The product is: [F:33][C:32]1[CH:31]=[C:8]([O:9][CH2:10][CH2:11][C@@H:12]2[CH2:14][C@@H:13]2[CH:15]2[CH2:16][CH2:17][NH:18][CH2:19][CH2:20]2)[C:7]([F:34])=[CH:6][C:5]=1[CH2:4][C:3]([N:2]([CH3:36])[CH3:1])=[O:35]. (4) Given the reactants C([Li])CCC.Br[C:7]1[CH:15]=[CH:14][CH:13]=[C:12]2[C:8]=1[CH2:9][CH2:10][CH:11]2[O:16][Si:17]([C:20]([CH3:23])([CH3:22])[CH3:21])([CH3:19])[CH3:18].CON(C)[C:27]([CH:29]1[CH2:32][CH2:31][CH2:30]1)=[O:28].[NH4+].[Cl-], predict the reaction product. The product is: [C:20]([Si:17]([CH3:19])([CH3:18])[O:16][CH:11]1[C:12]2[C:8](=[C:7]([C:27]([CH:29]3[CH2:32][CH2:31][CH2:30]3)=[O:28])[CH:15]=[CH:14][CH:13]=2)[CH2:9][CH2:10]1)([CH3:23])([CH3:22])[CH3:21]. (5) Given the reactants ClCCl.Br[C:5]1[O:9][C:8]([C:10]([N:12]2[CH2:17][CH2:16][N:15]([C:18]([O:20][C:21]([CH3:24])([CH3:23])[CH3:22])=[O:19])[CH2:14][CH:13]2[CH2:25][O:26][C:27]2[CH:28]=[N:29][CH:30]=[CH:31][CH:32]=2)=[O:11])=[CH:7][CH:6]=1.[Cl:33][C:34]1[CH:39]=[CH:38][CH:37]=[CH:36][C:35]=1B(O)O.C(=O)([O-])[O-].[Na+].[Na+], predict the reaction product. The product is: [Cl:33][C:34]1[CH:39]=[CH:38][CH:37]=[CH:36][C:35]=1[C:5]1[O:9][C:8]([C:10]([N:12]2[CH2:17][CH2:16][N:15]([C:18]([O:20][C:21]([CH3:22])([CH3:23])[CH3:24])=[O:19])[CH2:14][CH:13]2[CH2:25][O:26][C:27]2[CH:28]=[N:29][CH:30]=[CH:31][CH:32]=2)=[O:11])=[CH:7][CH:6]=1. (6) Given the reactants N(C(OCC)=O)=NC(OCC)=O.[CH3:13][N:14]([CH2:16][CH:17]1[CH2:26][CH2:25][C:24]2[C:19](=[CH:20][CH:21]=[C:22]([OH:27])[CH:23]=2)[CH2:18]1)[CH3:15].[CH3:28][O:29][C:30]1[CH:46]=[CH:45][C:33]([C:34]([O:36][C:37]2[CH:42]=[CH:41][C:40]([CH2:43]O)=[CH:39][CH:38]=2)=[O:35])=[CH:32][CH:31]=1.C1(P(C2C=CC=CC=2)C2C=CC=CC=2)C=CC=CC=1, predict the reaction product. The product is: [CH3:15][N:14]([CH2:16][CH:17]1[CH2:26][CH2:25][C:24]2[C:19](=[CH:20][CH:21]=[C:22]([O:27][CH2:43][C:40]3[CH:39]=[CH:38][C:37]([O:36][C:34]([C:33]4[CH:32]=[CH:31][C:30]([O:29][CH3:28])=[CH:46][CH:45]=4)=[O:35])=[CH:42][CH:41]=3)[CH:23]=2)[CH2:18]1)[CH3:13]. (7) Given the reactants [CH3:13][C:12]([O:11][C:9](O[C:9]([O:11][C:12]([CH3:15])([CH3:14])[CH3:13])=[O:10])=[O:10])([CH3:15])[CH3:14].[Br:16][C:17]1[CH:18]=[C:19]2[C:23](=[CH:24][CH:25]=1)[NH:22][N:21]=[C:20]2NC, predict the reaction product. The product is: [Br:16][C:17]1[CH:18]=[C:19]2[C:23](=[CH:24][CH:25]=1)[N:22]([C:9]([O:11][C:12]([CH3:15])([CH3:14])[CH3:13])=[O:10])[N:21]=[C:20]2[C:9]([O:11][C:12]([CH3:13])([CH3:14])[CH3:15])=[O:10]. (8) Given the reactants Br[CH2:2][CH2:3][CH2:4][C:5]1[CH:10]=[CH:9][C:8]([NH:11][C:12]#[N:13])=[CH:7][CH:6]=1.[CH3:14][N:15]1[C:19]([C:20]#[N:21])=CC=C1B(O)O.C(=O)([O-])[O-].[K+].[K+].[C:31](P(C(C)(C)C)C(C)(C)C)(C)([CH3:33])[CH3:32].[Br-], predict the reaction product. The product is: [C:20]([C:19]1[N:15]([CH3:14])[C:4]([C:5]2[CH:10]=[CH:9][C:8]([NH:11][C:12]#[N:13])=[C:7]([CH2:32][CH2:31][CH3:33])[CH:6]=2)=[CH:3][CH:2]=1)#[N:21]. (9) Given the reactants Br[C:2]1[CH:3]=[C:4]([NH:13][CH2:14][C:15]2[C:20]([CH3:21])=[CH:19][CH:18]=[CH:17][C:16]=2[CH2:22][CH3:23])[C:5]2[N:9]=[C:8]([CH3:10])[N:7]([CH3:11])[C:6]=2[CH:12]=1.C(N([CH2:29][CH3:30])CC)C.C1(P(C2C=CC=CC=2)C2C=CC=CC=2)C=CC=CC=1.[C]=[O:51].[CH2:52]([OH:54])C, predict the reaction product. The product is: [CH2:22]([C:16]1[CH:17]=[CH:18][CH:19]=[C:20]([CH3:21])[C:15]=1[CH2:14][NH:13][C:4]1[C:5]2[N:9]=[C:8]([CH3:10])[N:7]([CH3:11])[C:6]=2[CH:12]=[C:2]([C:52]([O:54][CH2:29][CH3:30])=[O:51])[CH:3]=1)[CH3:23]. (10) Given the reactants [Cl:1][C:2]1[CH:3]=[C:4]2[C:9](=[C:10](Cl)[N:11]=1)[C:8](=[O:13])[N:7]([CH3:14])[CH:6]=[CH:5]2.[CH3:15][NH2:16], predict the reaction product. The product is: [Cl:1][C:2]1[CH:3]=[C:4]2[C:9](=[C:10]([NH:16][CH3:15])[N:11]=1)[C:8](=[O:13])[N:7]([CH3:14])[CH:6]=[CH:5]2.